Dataset: Catalyst prediction with 721,799 reactions and 888 catalyst types from USPTO. Task: Predict which catalyst facilitates the given reaction. (1) Reactant: [H-].[Na+].[C:3]1([SH:9])[CH:8]=[CH:7][CH:6]=[CH:5][CH:4]=1.Cl[CH:11]([CH2:16][C:17]1[CH:39]=[CH:38][C:20]2[C:21]([CH2:24][CH2:25][C:26]3[N:27]=[C:28]([C:32]4[CH:37]=[CH:36][CH:35]=[CH:34][CH:33]=4)[O:29][C:30]=3[CH3:31])=[N:22][O:23][C:19]=2[CH:18]=1)[C:12]([O:14][CH3:15])=[O:13].O. Product: [C:3]1([S:9][CH:11]([CH2:16][C:17]2[CH:39]=[CH:38][C:20]3[C:21]([CH2:24][CH2:25][C:26]4[N:27]=[C:28]([C:32]5[CH:33]=[CH:34][CH:35]=[CH:36][CH:37]=5)[O:29][C:30]=4[CH3:31])=[N:22][O:23][C:19]=3[CH:18]=2)[C:12]([O:14][CH3:15])=[O:13])[CH:8]=[CH:7][CH:6]=[CH:5][CH:4]=1. The catalyst class is: 3. (2) Reactant: [Cl:1][C:2]1[N:6]2[CH:7]=[C:8]([C:15]3[CH:19]=[CH:18][O:17][CH:16]=3)[CH:9]=[C:10]([C:11]([F:14])([F:13])[F:12])[C:5]2=[N:4][C:3]=1[C:20](O)=[O:21].[CH3:23][N:24]1[CH2:28][CH2:27][N:26]([CH:29]2[CH2:34][CH2:33][NH:32][CH2:31][CH2:30]2)[C:25]1=[O:35].CN(C(ON1N=NC2C=CC=NC1=2)=[N+](C)C)C.F[P-](F)(F)(F)(F)F. Product: [Cl:1][C:2]1[N:6]2[CH:7]=[C:8]([C:15]3[CH:19]=[CH:18][O:17][CH:16]=3)[CH:9]=[C:10]([C:11]([F:13])([F:14])[F:12])[C:5]2=[N:4][C:3]=1[C:20]([N:32]1[CH2:31][CH2:30][CH:29]([N:26]2[CH2:27][CH2:28][N:24]([CH3:23])[C:25]2=[O:35])[CH2:34][CH2:33]1)=[O:21]. The catalyst class is: 85. (3) Product: [C:1]([C:3]1[CH:4]=[C:5]([C:16](=[O:27])[C:17]2[CH:22]=[CH:21][C:20]([C:23]([OH:25])=[O:24])=[CH:19][CH:18]=2)[N:6]2[C:15]3[C:10](=[CH:11][CH:12]=[CH:13][CH:14]=3)[CH:9]=[CH:8][C:7]=12)#[N:2]. Reactant: [C:1]([C:3]1[CH:4]=[C:5]([C:16](=[O:27])[C:17]2[CH:22]=[CH:21][C:20]([C:23]([O:25]C)=[O:24])=[CH:19][CH:18]=2)[N:6]2[C:15]3[C:10](=[CH:11][CH:12]=[CH:13][CH:14]=3)[CH:9]=[CH:8][C:7]=12)#[N:2].C1COCC1.[OH-].[Na+].Cl. The catalyst class is: 8. (4) Reactant: Br[C:2]1[CH:3]=[C:4]2[C:9](=[CH:10][C:11]=1[F:12])[N:8]=[CH:7][CH:6]=[CH:5]2.[C:13]([O-:16])(=[O:15])[CH3:14].[Br-].[C:18]([Zn+2])([CH3:21])([CH3:20])[CH3:19]. Product: [C:18]([O:15][C:13](=[O:16])[CH2:14][C:2]1[CH:3]=[C:4]2[C:9](=[CH:10][C:11]=1[F:12])[N:8]=[CH:7][CH:6]=[CH:5]2)([CH3:21])([CH3:20])[CH3:19]. The catalyst class is: 176. (5) Reactant: [NH:1]1[C:9]2[C:4](=[CH:5][C:6]([NH2:10])=[CH:7][CH:8]=2)[CH:3]=[CH:2]1.C(N(CC)CC)C.[C:18](O[C:18]([O:20][C:21]([CH3:24])([CH3:23])[CH3:22])=[O:19])([O:20][C:21]([CH3:24])([CH3:23])[CH3:22])=[O:19]. Product: [NH:1]1[C:9]2[C:4](=[CH:5][C:6]([NH:10][C:18](=[O:19])[O:20][C:21]([CH3:24])([CH3:23])[CH3:22])=[CH:7][CH:8]=2)[CH:3]=[CH:2]1. The catalyst class is: 4. (6) Reactant: [NH2:1][C:2]1[CH:7]=[CH:6][C:5]([CH:8]([CH2:12][CH3:13])[C:9](N)=[O:10])=[CH:4][CH:3]=1.NC1C=CC(CCC[C:24](O)=[O:25])=CC=1.[S:27](=[O:31])(=[O:30])([OH:29])[OH:28]. Product: [S:27]([OH:31])([OH:30])(=[O:29])=[O:28].[NH2:1][C:2]1[CH:7]=[CH:6][C:5]([CH:8]([CH2:12][CH3:13])[C:9]([O:25][CH3:24])=[O:10])=[CH:4][CH:3]=1. The catalyst class is: 5.